Dataset: Reaction yield outcomes from USPTO patents with 853,638 reactions. Task: Predict the reaction yield, written as a fraction of the theoretical maximum amount of product (1.0 means a 100% yield; for example, 0.34 means a 34% yield). (1) The reactants are [Br:1][C:2]1[CH:3]=[CH:4][C:5](F)=[N:6][CH:7]=1.[F:9][C:10]1[CH:11]=[C:12]([OH:17])[CH:13]=[CH:14][C:15]=1[F:16].C(=O)([O-])[O-].[K+].[K+].O. The catalyst is CS(C)=O.CCOC(C)=O. The product is [Br:1][C:2]1[CH:3]=[CH:4][C:5]([O:17][C:12]2[CH:13]=[CH:14][C:15]([F:16])=[C:10]([F:9])[CH:11]=2)=[N:6][CH:7]=1. The yield is 0.554. (2) The reactants are [F:1][C:2]([F:22])([F:21])[C@@H:3]1[CH2:7][CH2:6][CH2:5][N:4]1[C:8]1[N:13]=[CH:12][C:11]([C:14]2[N:19]=[C:18]([NH2:20])[CH:17]=[CH:16][CH:15]=2)=[CH:10][N:9]=1.[CH3:23][S-:24].[Na+].[CH2:26]=O. The catalyst is C1COCC1.O. The product is [CH3:23][S:24][CH2:26][NH:20][C:18]1[CH:17]=[CH:16][CH:15]=[C:14]([C:11]2[CH:10]=[N:9][C:8]([N:4]3[CH2:5][CH2:6][CH2:7][C@H:3]3[C:2]([F:1])([F:21])[F:22])=[N:13][CH:12]=2)[N:19]=1. The yield is 0.750. (3) The reactants are [CH:1]1[C:10]2[C:5](=[CH:6][CH:7]=[CH:8][CH:9]=2)[CH:4]=[C:3]([C:11]2[NH:15][C:14]3[CH:16]=[CH:17][CH:18]=[C:19]([C:20](O)=[O:21])[C:13]=3[N:12]=2)[N:2]=1.CN(C(ON1N=NC2C=CC=CC1=2)=[N+](C)C)C.F[P-](F)(F)(F)(F)F.Cl.[CH3:48][O:49][C:50](=[O:62])[CH:51]([NH2:61])[CH2:52][C:53]1[CH:58]=[C:57]([F:59])[CH:56]=[C:55]([F:60])[CH:54]=1. The catalyst is C(OCC)(=O)C. The product is [CH3:48][O:49][C:50](=[O:62])[CH:51]([NH:61][C:20]([C:19]1[C:13]2[N:12]=[C:11]([C:3]3[N:2]=[CH:1][C:10]4[C:5]([CH:4]=3)=[CH:6][CH:7]=[CH:8][CH:9]=4)[NH:15][C:14]=2[CH:16]=[CH:17][CH:18]=1)=[O:21])[CH2:52][C:53]1[CH:54]=[C:55]([F:60])[CH:56]=[C:57]([F:59])[CH:58]=1. The yield is 0.500. (4) The reactants are C(OC([NH:11][C@H:12]1[CH2:17][CH2:16][N:15]([C:18]([O:20][C:21]([CH3:24])([CH3:23])[CH3:22])=[O:19])[CH2:14][C@H:13]1[N:25]([CH3:27])[CH3:26])=O)C1C=CC=CC=1.[H][H]. The catalyst is CO.[OH-].[Pd+2].[OH-]. The product is [NH2:11][C@H:12]1[CH2:17][CH2:16][N:15]([C:18]([O:20][C:21]([CH3:22])([CH3:23])[CH3:24])=[O:19])[CH2:14][C@H:13]1[N:25]([CH3:27])[CH3:26]. The yield is 1.00. (5) The reactants are I[C:2]1[CH:3]=[N:4][CH:5]=[C:6]([I:9])[C:7]=1[OH:8].[C:10]([C:12]1[CH:13]=[C:14]([NH2:18])[CH:15]=[N:16][CH:17]=1)#[CH:11]. The catalyst is N1C=CC=CC=1.C(OCC)(=O)C.[Cu]=O. The product is [I:9][C:6]1[C:7]2[O:8][C:10]([C:12]3[CH:13]=[C:14]([NH2:18])[CH:15]=[N:16][CH:17]=3)=[CH:11][C:2]=2[CH:3]=[N:4][CH:5]=1. The yield is 0.560. (6) The reactants are [CH3:1][C:2]1[O:6][N:5]=[C:4]([C:7]2[CH:12]=[CH:11][N:10]=[CH:9][N:8]=2)[C:3]=1[C:13](O)=[O:14].C(N(CC)CC)C.C(OC(Cl)=O)C.[BH4-].[Na+]. The catalyst is C1COCC1.O.[OH-].[Na+]. The product is [CH3:1][C:2]1[O:6][N:5]=[C:4]([C:7]2[CH:12]=[CH:11][N:10]=[CH:9][N:8]=2)[C:3]=1[CH2:13][OH:14]. The yield is 0.190. (7) The reactants are Br[C:2]1[C:3]([NH2:22])=[N:4][CH:5]=[C:6]([C:8]2[CH:13]=[CH:12][C:11]([O:14][Si:15]([C:18]([CH3:21])([CH3:20])[CH3:19])([CH3:17])[CH3:16])=[CH:10][CH:9]=2)[N:7]=1.[C:23]1(/[CH:29]=[CH:30]/B(O)O)[CH:28]=[CH:27][CH:26]=[CH:25][CH:24]=1.C([O-])([O-])=O.[Na+].[Na+].O. The catalyst is C1(C)C=CC=CC=1.C(O)C.Cl[Pd](Cl)([P](C1C=CC=CC=1)(C1C=CC=CC=1)C1C=CC=CC=1)[P](C1C=CC=CC=1)(C1C=CC=CC=1)C1C=CC=CC=1. The product is [Si:15]([O:14][C:11]1[CH:12]=[CH:13][C:8]([C:6]2[N:7]=[C:2](/[CH:30]=[CH:29]/[C:23]3[CH:28]=[CH:27][CH:26]=[CH:25][CH:24]=3)[C:3]([NH2:22])=[N:4][CH:5]=2)=[CH:9][CH:10]=1)([C:18]([CH3:21])([CH3:20])[CH3:19])([CH3:17])[CH3:16]. The yield is 0.940. (8) The reactants are [Cl:1][C:2]1[CH:3]=[C:4]([OH:9])[CH:5]=[CH:6][C:7]=1[Cl:8].F[C:11]1[CH:16]=[CH:15][C:14]([N+:17]([O-:19])=[O:18])=[CH:13][C:12]=1[O:20][CH3:21].C(=O)([O-])[O-].[K+].[K+]. The catalyst is CN(C)C=O.O. The product is [Cl:8][C:7]1[CH:6]=[CH:5][C:4]([O:9][C:11]2[CH:16]=[CH:15][C:14]([N+:17]([O-:19])=[O:18])=[CH:13][C:12]=2[O:20][CH3:21])=[CH:3][C:2]=1[Cl:1]. The yield is 0.820. (9) The reactants are P(Cl)(Cl)([Cl:3])=O.[Cl:6][C:7]1[CH:8]=[CH:9][C:10]2[NH:16][C:15]3[CH:17]=[CH:18][CH:19]=[CH:20][C:14]=3[C:13](=O)[NH:12][C:11]=2[CH:22]=1.CN(C)C1C=CC=CC=1. The catalyst is C1(C)C=CC=CC=1. The product is [Cl:6][C:7]1[CH:8]=[CH:9][C:10]2[NH:16][C:15]3[CH:17]=[CH:18][CH:19]=[CH:20][C:14]=3[C:13]([Cl:3])=[N:12][C:11]=2[CH:22]=1. The yield is 0.710. (10) The reactants are I[C:2]1[CH:7]=[CH:6][C:5]([C:8]2[N:12]=[C:11]([C:13]3[CH:17]=[C:16]([CH3:18])[N:15]([CH2:19][C:20]4[CH:25]=[CH:24][C:23]([CH3:26])=[CH:22][CH:21]=4)[N:14]=3)[O:10][N:9]=2)=[CH:4][CH:3]=1.[NH:27]1[CH2:31][CH2:30][CH2:29][C:28]1=[O:32].P([O-])([O-])([O-])=O.[K+].[K+].[K+].CNCCNC. The catalyst is [Cu]I.C(OCC)(=O)C.O.O1CCOCC1. The product is [CH3:18][C:16]1[N:15]([CH2:19][C:20]2[CH:25]=[CH:24][C:23]([CH3:26])=[CH:22][CH:21]=2)[N:14]=[C:13]([C:11]2[O:10][N:9]=[C:8]([C:5]3[CH:6]=[CH:7][C:2]([N:27]4[CH2:31][CH2:30][CH2:29][C:28]4=[O:32])=[CH:3][CH:4]=3)[N:12]=2)[CH:17]=1. The yield is 0.400.